From a dataset of Reaction yield outcomes from USPTO patents with 853,638 reactions. Predict the reaction yield, written as a fraction of the theoretical maximum amount of product (1.0 means a 100% yield; for example, 0.34 means a 34% yield). (1) The reactants are [NH2:1][C:2]1[CH:7]=[CH:6][C:5]([C:8]2[N:9]([CH:22]3[CH2:25][CH2:24][CH2:23]3)[C:10]3[C:15]([C:16]=2[C:17]#[N:18])=[CH:14][CH:13]=[C:12]([O:19][CH2:20][CH3:21])[CH:11]=3)=[CH:4][CH:3]=1.ClC(O[C:30]1[CH:35]=[CH:34][C:33]([N+:36]([O-])=O)=[CH:32][CH:31]=1)=O.N1C=CC=C[CH:40]=1.COCCOCCO. The catalyst is C(Cl)Cl.ClCCCl. The product is [CH:22]1([N:9]2[C:10]3[C:15](=[CH:14][CH:13]=[C:12]([O:19][CH2:20][CH3:21])[CH:11]=3)[C:16]([C:17]#[N:18])=[C:8]2[C:5]2[CH:4]=[CH:3][C:2]([NH:1][CH2:31][CH2:32][C:33]3[CH:34]=[CH:35][CH:30]=[CH:40][N:36]=3)=[CH:7][CH:6]=2)[CH2:23][CH2:24][CH2:25]1. The yield is 0.420. (2) The reactants are S(Cl)(Cl)=O.[CH2:5]([O:7][C:8]1[CH:13]=[CH:12][N:11]([C:14]2[CH:19]=[CH:18][C:17]([F:20])=[CH:16][CH:15]=2)[C:10](=[O:21])[C:9]=1[C:22](Cl)=[O:23])[CH3:6].[NH2:25][C:26]1[C:59]([F:60])=[CH:58][C:29]([O:30][C:31]2[CH:36]=[CH:35][N:34]=[C:33]([N:37]([C:45]([O:47][C:48]([CH3:51])([CH3:50])[CH3:49])=[O:46])[C:38]([O:40][C:41]([CH3:44])([CH3:43])[CH3:42])=[O:39])[C:32]=2[C:52]2[CH:53]=[N:54][N:55]([CH3:57])[CH:56]=2)=[C:28]([F:61])[CH:27]=1.CCN(CC)CC. The catalyst is C1COCC1. The product is [CH3:50][C:48]([CH3:51])([O:47][C:45]([N:37]([C:38]([O:40][C:41]([CH3:44])([CH3:43])[CH3:42])=[O:39])[C:33]1[C:32]([C:52]2[CH:53]=[N:54][N:55]([CH3:57])[CH:56]=2)=[C:31]([O:30][C:29]2[C:28]([F:61])=[CH:27][C:26]([NH:25][C:22]([C:9]3[C:10](=[O:21])[N:11]([C:14]4[CH:19]=[CH:18][C:17]([F:20])=[CH:16][CH:15]=4)[CH:12]=[CH:13][C:8]=3[O:7][CH2:5][CH3:6])=[O:23])=[C:59]([F:60])[CH:58]=2)[CH:36]=[CH:35][N:34]=1)=[O:46])[CH3:49]. The yield is 0.650.